From a dataset of CYP2C9 inhibition data for predicting drug metabolism from PubChem BioAssay. Regression/Classification. Given a drug SMILES string, predict its absorption, distribution, metabolism, or excretion properties. Task type varies by dataset: regression for continuous measurements (e.g., permeability, clearance, half-life) or binary classification for categorical outcomes (e.g., BBB penetration, CYP inhibition). Dataset: cyp2c9_veith. The drug is O=C(NCCN1CCOCC1)c1ccccc1[N+](=O)[O-]. The result is 0 (non-inhibitor).